This data is from NCI-60 drug combinations with 297,098 pairs across 59 cell lines. The task is: Regression. Given two drug SMILES strings and cell line genomic features, predict the synergy score measuring deviation from expected non-interaction effect. (1) Drug 1: C1CN(P(=O)(OC1)NCCCl)CCCl. Drug 2: CC1C(C(CC(O1)OC2CC(CC3=C2C(=C4C(=C3O)C(=O)C5=CC=CC=C5C4=O)O)(C(=O)C)O)N)O. Cell line: NCI-H226. Synergy scores: CSS=38.5, Synergy_ZIP=-4.50, Synergy_Bliss=-7.21, Synergy_Loewe=-28.4, Synergy_HSA=-4.09. (2) Drug 1: COC1=NC(=NC2=C1N=CN2C3C(C(C(O3)CO)O)O)N. Drug 2: C1CC(=O)NC(=O)C1N2C(=O)C3=CC=CC=C3C2=O. Cell line: NCI-H460. Synergy scores: CSS=1.50, Synergy_ZIP=2.18, Synergy_Bliss=5.75, Synergy_Loewe=1.73, Synergy_HSA=2.16. (3) Cell line: EKVX. Synergy scores: CSS=10.9, Synergy_ZIP=-1.46, Synergy_Bliss=2.94, Synergy_Loewe=-3.14, Synergy_HSA=2.77. Drug 2: C1CN1C2=NC(=NC(=N2)N3CC3)N4CC4. Drug 1: CC=C1C(=O)NC(C(=O)OC2CC(=O)NC(C(=O)NC(CSSCCC=C2)C(=O)N1)C(C)C)C(C)C. (4) Drug 1: C1CCC(C1)C(CC#N)N2C=C(C=N2)C3=C4C=CNC4=NC=N3. Drug 2: COC1=NC(=NC2=C1N=CN2C3C(C(C(O3)CO)O)O)N. Cell line: SNB-75. Synergy scores: CSS=-2.87, Synergy_ZIP=1.77, Synergy_Bliss=-0.0404, Synergy_Loewe=-3.69, Synergy_HSA=-3.70. (5) Drug 1: C1CCN(CC1)CCOC2=CC=C(C=C2)C(=O)C3=C(SC4=C3C=CC(=C4)O)C5=CC=C(C=C5)O. Drug 2: CN1C2=C(C=C(C=C2)N(CCCl)CCCl)N=C1CCCC(=O)O.Cl. Cell line: NCI/ADR-RES. Synergy scores: CSS=11.5, Synergy_ZIP=1.41, Synergy_Bliss=7.41, Synergy_Loewe=3.60, Synergy_HSA=3.79. (6) Drug 1: CC(C1=C(C=CC(=C1Cl)F)Cl)OC2=C(N=CC(=C2)C3=CN(N=C3)C4CCNCC4)N. Drug 2: CC1=C2C(C(=O)C3(C(CC4C(C3C(C(C2(C)C)(CC1OC(=O)C(C(C5=CC=CC=C5)NC(=O)OC(C)(C)C)O)O)OC(=O)C6=CC=CC=C6)(CO4)OC(=O)C)O)C)O. Cell line: 786-0. Synergy scores: CSS=51.9, Synergy_ZIP=4.31, Synergy_Bliss=4.74, Synergy_Loewe=-27.8, Synergy_HSA=4.97. (7) Drug 1: C1CN1C2=NC(=NC(=N2)N3CC3)N4CC4. Drug 2: C1=NC2=C(N1)C(=S)N=CN2. Cell line: MCF7. Synergy scores: CSS=35.4, Synergy_ZIP=-5.42, Synergy_Bliss=-3.71, Synergy_Loewe=-12.6, Synergy_HSA=0.619.